Dataset: Reaction yield outcomes from USPTO patents with 853,638 reactions. Task: Predict the reaction yield, written as a fraction of the theoretical maximum amount of product (1.0 means a 100% yield; for example, 0.34 means a 34% yield). (1) The reactants are [Si:1]([O:8][CH2:9][C@@H:10]([OH:22])[CH2:11][CH2:12][C:13]1[CH:18]=[CH:17][CH:16]=[C:15]([O:19][CH3:20])[C:14]=1O)([C:4]([CH3:7])([CH3:6])[CH3:5])([CH3:3])[CH3:2].C1(P(C2C=CC=CC=2)C2C=CC=CC=2)C=CC=CC=1.N(C(OCC)=O)=NC(OCC)=O. The catalyst is C1(C)C=CC=CC=1. The product is [CH3:20][O:19][C:15]1[CH:16]=[CH:17][CH:18]=[C:13]2[C:14]=1[O:22][C@@H:10]([CH2:9][O:8][Si:1]([C:4]([CH3:5])([CH3:6])[CH3:7])([CH3:2])[CH3:3])[CH2:11][CH2:12]2. The yield is 0.760. (2) The reactants are [NH:1]1[CH2:6][CH2:5][CH2:4][CH2:3][C:2]1=[N:7][C:8]#[N:9].C(=O)([O-])[O-].[K+].[K+].Cl[CH2:17][C:18]([O:20][CH2:21][CH3:22])=[O:19]. The catalyst is C(#N)C. The product is [CH2:21]([O:20][C:18](=[O:19])[CH2:17][N:1]1[CH2:6][CH2:5][CH2:4][CH2:3][C:2]1=[N:7][C:8]#[N:9])[CH3:22]. The yield is 0.980. (3) The reactants are [CH3:1][O:2][C:3]([C:5]1[C:10]([Br:11])=[CH:9][N:8]=[C:7](SC)[N:6]=1)=[O:4].ClC1C=CC=C(C(OO)=O)C=1.Cl.CN.C[CH2:29][N:30](C(C)C)C(C)C. The catalyst is C(Cl)Cl.C1COCC1. The product is [Br:11][C:10]1[C:5]([C:3]([O:2][CH3:1])=[O:4])=[N:6][C:7]([NH:30][CH3:29])=[N:8][CH:9]=1. The yield is 0.750.